From a dataset of Full USPTO retrosynthesis dataset with 1.9M reactions from patents (1976-2016). Predict the reactants needed to synthesize the given product. (1) Given the product [Br:12][CH2:11][C@H:8]1[CH2:7][C:6]2[CH:5]=[C:4]([F:13])[CH:3]=[C:2]([C:27]3[CH:28]=[CH:29][C:30]([Cl:14])=[CH:31][C:26]=3[CH3:25])[C:10]=2[O:9]1, predict the reactants needed to synthesize it. The reactants are: Br[C:2]1[C:10]2[O:9][C@@H:8]([CH2:11][Br:12])[CH2:7][C:6]=2[CH:5]=[C:4]([F:13])[CH:3]=1.[Cl:14]C1C=C(B(O)O)C(C)=CC=1.[CH3:25][C:26]1[CH:31]=[CH:30][C:29](S(OCC2[CH2:25][C:26]3[C:31](C4C=CC=CC=4)=[CH:30][CH:29]=[CH:28][C:27]=3O2)(=O)=O)=[CH:28][CH:27]=1. (2) Given the product [CH3:23][S:24]([O:27][C@@H:28]([C@@H:30]1[C@H:34]([CH:35]=[O:36])[O:33][C:32]([CH3:37])([CH3:38])[O:31]1)[CH3:29])(=[O:25])=[O:26], predict the reactants needed to synthesize it. The reactants are: CC(OI1(OC(C)=O)(OC(C)=O)OC(=O)C2C1=CC=CC=2)=O.[CH3:23][S:24]([O:27][C@@H:28]([C@@H:30]1[C@H:34]([CH2:35][OH:36])[O:33][C:32]([CH3:38])([CH3:37])[O:31]1)[CH3:29])(=[O:26])=[O:25].C(=O)([O-])O.[Na+].S([O-])([O-])(=O)=S.[Na+].[Na+].